This data is from Peptide-MHC class I binding affinity with 185,985 pairs from IEDB/IMGT. The task is: Regression. Given a peptide amino acid sequence and an MHC pseudo amino acid sequence, predict their binding affinity value. This is MHC class I binding data. (1) The peptide sequence is KILSDENYL. The MHC is HLA-A03:01 with pseudo-sequence HLA-A03:01. The binding affinity (normalized) is 0. (2) The peptide sequence is KLLQICMWF. The MHC is HLA-A03:01 with pseudo-sequence HLA-A03:01. The binding affinity (normalized) is 0.0847.